Dataset: Forward reaction prediction with 1.9M reactions from USPTO patents (1976-2016). Task: Predict the product of the given reaction. (1) Given the reactants [CH:1]1([NH:7][C:8]([NH:10][C:11]2[N:12]=[C:13]3[CH:19]=[C:18]([CH3:20])[N:17](COCC[Si](C)(C)C)[C:14]3=[N:15][CH:16]=2)=[O:9])[CH2:6][CH2:5][CH2:4][CH2:3][CH2:2]1.C(N)CN, predict the reaction product. The product is: [CH:1]1([NH:7][C:8]([NH:10][C:11]2[N:12]=[C:13]3[CH:19]=[C:18]([CH3:20])[NH:17][C:14]3=[N:15][CH:16]=2)=[O:9])[CH2:2][CH2:3][CH2:4][CH2:5][CH2:6]1. (2) The product is: [CH2:1]([S:7][CH2:11][C:12]1[CH:17]=[CH:16][C:15]([N+:18]([O-:20])=[O:19])=[CH:14][CH:13]=1)[CH2:2][CH2:3][CH2:4][CH2:5][CH3:6]. Given the reactants [CH2:1]([SH:7])[CH2:2][CH2:3][CH2:4][CH2:5][CH3:6].[H-].[Na+].Br[CH2:11][C:12]1[CH:17]=[CH:16][C:15]([N+:18]([O-:20])=[O:19])=[CH:14][CH:13]=1, predict the reaction product. (3) Given the reactants S(Cl)([Cl:3])=O.[F:5][C:6]([C:16]([F:19])([F:18])[F:17])([C:12]([F:15])([F:14])[F:13])[CH2:7][CH2:8][C:9](O)=[O:10], predict the reaction product. The product is: [F:5][C:6]([C:16]([F:19])([F:18])[F:17])([C:12]([F:15])([F:14])[F:13])[CH2:7][CH2:8][C:9]([Cl:3])=[O:10]. (4) Given the reactants Br[C:2]1[S:6][C:5]2[C:7](=[O:19])[C:8]([CH3:18])([CH3:17])[CH:9]([C:10]3[CH:15]=[CH:14][C:13]([Cl:16])=[CH:12][CH:11]=3)[C:4]=2[CH:3]=1.[N:20]1[CH:25]=[CH:24][C:23](B(O)O)=[CH:22][CH:21]=1.C(=O)([O-])[O-].[Cs+].[Cs+], predict the reaction product. The product is: [Cl:16][C:13]1[CH:14]=[CH:15][C:10]([CH:9]2[C:4]3[CH:3]=[C:2]([C:23]4[CH:24]=[CH:25][N:20]=[CH:21][CH:22]=4)[S:6][C:5]=3[C:7](=[O:19])[C:8]2([CH3:18])[CH3:17])=[CH:11][CH:12]=1. (5) Given the reactants [CH3:1][O:2][C:3](=[O:16])[CH2:4][CH2:5][C:6]1[CH:11]=[CH:10][C:9]([OH:12])=[C:8]([CH2:13][CH:14]=[CH2:15])[CH:7]=1.C([O-])([O-])=O.[Cs+].[Cs+].[CH2:23](Br)[C:24]1[CH:29]=[CH:28][CH:27]=[CH:26][CH:25]=1, predict the reaction product. The product is: [CH3:1][O:2][C:3](=[O:16])[CH2:4][CH2:5][C:6]1[CH:11]=[CH:10][C:9]([O:12][CH2:23][C:24]2[CH:29]=[CH:28][CH:27]=[CH:26][CH:25]=2)=[C:8]([CH2:13][CH:14]=[CH2:15])[CH:7]=1. (6) Given the reactants [CH3:1][C@H:2]1[CH2:7][NH:6][CH2:5][CH2:4][NH:3]1.C(Cl)[Cl:9].[S:11]1[CH:15]=[CH:14][CH:13]=[C:12]1[S:16](Cl)(=[O:18])=[O:17].Cl, predict the reaction product. The product is: [ClH:9].[CH3:1][C@H:2]1[CH2:7][N:6]([S:16]([C:12]2[S:11][CH:15]=[CH:14][CH:13]=2)(=[O:18])=[O:17])[CH2:5][CH2:4][NH:3]1. (7) Given the reactants C([C@H:3]([S:7]([C:35]1[CH:40]=[CH:39][CH:38]=[CH:37][CH:36]=1)(=[N:9][C:10]([C:12]1[CH:13]=[N:14][CH:15]=[C:16]([C:18]#[C:19][C:20]2[CH:25]=[CH:24][CH:23]=[C:22]([NH:26][C:27]([C:29]3[O:30][CH:31]=[CH:32][C:33]=3[CH3:34])=[O:28])[CH:21]=2)[CH:17]=1)=[O:11])=[O:8])[C:4]([O-:6])=O)C.[CH3:41][NH2:42], predict the reaction product. The product is: [CH3:41][NH:42][C:4](=[O:6])[CH2:3][S@:7](=[O:8])([C:35]1[CH:36]=[CH:37][CH:38]=[CH:39][CH:40]=1)=[N:9][C:10](=[O:11])[C:12]1[CH:17]=[C:16]([C:18]#[C:19][C:20]2[CH:25]=[CH:24][CH:23]=[C:22]([NH:26][C:27]([C:29]3[O:30][CH:31]=[CH:32][C:33]=3[CH3:34])=[O:28])[CH:21]=2)[CH:15]=[N:14][CH:13]=1. (8) Given the reactants Br[C:2]1[CH:19]=[CH:18][C:5]([C:6]([C@H:8]2[CH2:13][CH2:12][CH2:11][CH2:10][C@H:9]2[C:14]([O:16][CH3:17])=[O:15])=[O:7])=[CH:4][CH:3]=1.[NH2:20][C:21]1[CH:26]=[CH:25][C:24](B(O)O)=[CH:23][CH:22]=1.C([O-])([O-])=O.[Na+].[Na+].ClCCl, predict the reaction product. The product is: [NH2:20][C:21]1[CH:26]=[CH:25][C:24]([C:2]2[CH:19]=[CH:18][C:5]([C:6]([C@H:8]3[CH2:13][CH2:12][CH2:11][CH2:10][C@H:9]3[C:14]([O:16][CH3:17])=[O:15])=[O:7])=[CH:4][CH:3]=2)=[CH:23][CH:22]=1. (9) The product is: [C:1]([C:5]1[CH:6]=[CH:7][C:8]([C:11]2[C:12]3[CH:19]=[C:18]([CH:20]([CH3:22])[CH3:21])[CH:17]([Si:29]([Cl:28])([CH3:31])[CH3:30])[C:13]=3[S:14][C:15]=2[CH3:16])=[CH:9][CH:10]=1)([CH3:4])([CH3:3])[CH3:2]. Given the reactants [C:1]([C:5]1[CH:10]=[CH:9][C:8]([C:11]2[C:12]3[CH:19]=[C:18]([CH:20]([CH3:22])[CH3:21])[CH2:17][C:13]=3[S:14][C:15]=2[CH3:16])=[CH:7][CH:6]=1)([CH3:4])([CH3:3])[CH3:2].C([Li])CCC.[Cl:28][Si:29](Cl)([CH3:31])[CH3:30], predict the reaction product.